Task: Predict which catalyst facilitates the given reaction.. Dataset: Catalyst prediction with 721,799 reactions and 888 catalyst types from USPTO (1) Reactant: [C:1]([O:5][C:6]([NH:8][C:9]1([C:12]([NH:14][N:15]2[CH:19]=[CH:18][C:17]([Cl:20])=[C:16]2[C:21]([O:23]C)=O)=O)[CH2:11][CH2:10]1)=[O:7])([CH3:4])([CH3:3])[CH3:2].[NH3:25]. Product: [Cl:20][C:17]1[CH:18]=[CH:19][N:15]2[C:16]=1[C:21]([OH:23])=[N:25][C:12]([C:9]1([NH:8][C:6](=[O:7])[O:5][C:1]([CH3:2])([CH3:3])[CH3:4])[CH2:11][CH2:10]1)=[N:14]2. The catalyst class is: 238. (2) Reactant: [OH:1][CH2:2][C@@H:3]([NH:7][C:8](=[O:18])[CH2:9][NH:10][C:11](=[O:17])[O:12][C:13]([CH3:16])([CH3:15])[CH3:14])[CH2:4][CH:5]=[CH2:6].CO[C:21](OC)([CH3:23])[CH3:22].O.C1(C)C=CC(S(O)(=O)=O)=CC=1.C(Cl)Cl.CO. Product: [CH3:22][C:21]1([CH3:23])[N:7]([C:8](=[O:18])[CH2:9][NH:10][C:11](=[O:17])[O:12][C:13]([CH3:14])([CH3:16])[CH3:15])[C@@H:3]([CH2:4][CH:5]=[CH2:6])[CH2:2][O:1]1. The catalyst class is: 11. (3) Reactant: [Cl:1][C:2]1[CH:8]=[C:7]([Cl:9])[C:6]([C:10]2[CH:14]=[C:13]([O:15][CH:16]([F:18])[F:17])[N:12]([CH3:19])[N:11]=2)=[CH:5][C:3]=1[NH2:4].C([O-])(=O)C.[Na+].[Br:25]Br. Product: [Br:25][C:5]1[C:6]([C:10]2[CH:14]=[C:13]([O:15][CH:16]([F:18])[F:17])[N:12]([CH3:19])[N:11]=2)=[C:7]([Cl:9])[CH:8]=[C:2]([Cl:1])[C:3]=1[NH2:4]. The catalyst class is: 15. (4) Reactant: [OH:1][C:2]1[CH:10]=[CH:9][CH:8]=[C:7]([OH:11])[C:3]=1[C:4]([OH:6])=[O:5].[CH2:12]([NH2:16])[CH2:13][CH2:14][CH3:15]. Product: [OH:1][C:2]1[CH:10]=[CH:9][CH:8]=[C:7]([OH:11])[C:3]=1[C:4]([OH:6])=[O:5].[CH2:12]([NH2:16])[CH2:13][CH2:14][CH3:15]. The catalyst class is: 8. (5) Reactant: [NH:1]1[CH2:6][CH2:5][O:4][CH2:3][CH2:2]1.C(N(CC)CC)C.[N+:14]([C:17]1[S:21][C:20]([S:22](Cl)(=[O:24])=[O:23])=[CH:19][CH:18]=1)([O-:16])=[O:15]. Product: [O:4]1[CH2:5][CH2:6][N:1]([S:22]([C:20]2[S:21][C:17]([N+:14]([O-:16])=[O:15])=[CH:18][CH:19]=2)(=[O:24])=[O:23])[CH2:2][CH2:3]1. The catalyst class is: 2. (6) Reactant: B.C1COCC1.[I:7][C:8]1[C:21]2[C:20](=O)[C:19]3[C:14](=[CH:15][CH:16]=[CH:17][CH:18]=3)[NH:13][C:12]=2[C:11]([C:23]([O:25][CH3:26])=[O:24])=[CH:10][CH:9]=1.Cl.C(=O)([O-])[O-].[Na+].[Na+]. Product: [I:7][C:8]1[C:21]2[CH2:20][C:19]3[C:14](=[CH:15][CH:16]=[CH:17][CH:18]=3)[NH:13][C:12]=2[C:11]([C:23]([O:25][CH3:26])=[O:24])=[CH:10][CH:9]=1. The catalyst class is: 1.